Dataset: Reaction yield outcomes from USPTO patents with 853,638 reactions. Task: Predict the reaction yield, written as a fraction of the theoretical maximum amount of product (1.0 means a 100% yield; for example, 0.34 means a 34% yield). (1) The reactants are Cl.[F:2][C@H:3]1[CH2:7][CH2:6][NH:5][CH2:4]1.CCN(C(C)C)C(C)C.[Cl:17][C:18]1[CH:23]=[C:22](Cl)[CH:21]=[C:20]([Cl:25])[N:19]=1. The catalyst is C(O)C. The product is [Cl:17][C:18]1[CH:23]=[C:22]([N:5]2[CH2:6][CH2:7][C@H:3]([F:2])[CH2:4]2)[CH:21]=[C:20]([Cl:25])[N:19]=1. The yield is 0.190. (2) The reactants are ClC1C=CC(C(C2C=CC(Cl)=CC=2)=O)=CC=1.C([O-])([O-])=O.[K+].[K+].[N+]([C:26]1[CH:27]=[C:28]([C:34]#[N:35])[C:29](=[CH:32][CH:33]=1)[C:30]#[N:31])([O-])=O.Cl. The catalyst is C1(C)C=CC=CC=1.CS(C)=O. The product is [C:34](#[N:35])[C:28]1[C:29](=[CH:32][CH:33]=[CH:26][CH:27]=1)[C:30]#[N:31]. The yield is 0.970. (3) The reactants are [CH:1]([O:4][N:5]1C(=O)C2C(=CC=CC=2)C1=O)([CH3:3])[CH3:2].NN.[CH3:18][O:19][C:20]1[CH:25]=[CH:24][C:23]([S:26](Cl)(=[O:28])=[O:27])=[CH:22][CH:21]=1.C(N(CC)C(C)C)(C)C. The catalyst is O1CCCC1.ClCCl. The product is [CH:1]([O:4][NH:5][S:26]([C:23]1[CH:24]=[CH:25][C:20]([O:19][CH3:18])=[CH:21][CH:22]=1)(=[O:28])=[O:27])([CH3:3])[CH3:2]. The yield is 0.690. (4) The reactants are [NH2:1][C:2]1[CH:11]=[CH:10][C:5]([C:6]([O:8][CH3:9])=[O:7])=[CH:4][C:3]=1Br.[B:13]1([B:13]2[O:18][CH2:17][C:16]([CH3:20])([CH3:19])[CH2:15][O:14]2)[O:18][CH2:17][C:16]([CH3:20])([CH3:19])[CH2:15][O:14]1.C([O-])(=O)C.[K+]. The catalyst is C1C=CC(P(C2C=CC=CC=2)[C-]2C=CC=C2)=CC=1.C1C=CC(P(C2C=CC=CC=2)[C-]2C=CC=C2)=CC=1.Cl[Pd]Cl.[Fe+2].C(Cl)Cl.O. The product is [CH3:9][O:8][C:6](=[O:7])[C:5]1[CH:10]=[CH:11][C:2]([NH2:1])=[C:3]([B:13]2[O:18][CH2:17][C:16]([CH3:20])([CH3:19])[CH2:15][O:14]2)[CH:4]=1. The yield is 0.550. (5) The reactants are Br[C:2]1[CH:3]=[C:4]([C:7]([O:9][CH3:10])=[O:8])[S:5][CH:6]=1.C(=O)([O-])[O-].[K+].[K+].[CH3:17][N:18]1[C:22](B2OC(C)(C)C(C)(C)O2)=[CH:21][CH:20]=[N:19]1. The catalyst is O1CCOCC1.O.CC(C)([P](C(C)(C)C)([Pd][P](C(C)(C)C)(C(C)(C)C)C(C)(C)C)C(C)(C)C)C. The product is [CH3:17][N:18]1[C:22]([C:2]2[CH:3]=[C:4]([C:7]([O:9][CH3:10])=[O:8])[S:5][CH:6]=2)=[CH:21][CH:20]=[N:19]1. The yield is 0.990. (6) The reactants are B.O1CCCC1.[Cl:7][C:8]1[C:9]([CH3:28])=[C:10]([S:14]([NH:17][C:18]2[N:23]=[C:22]([CH2:24][C:25](O)=[O:26])[CH:21]=[CH:20][CH:19]=2)(=[O:16])=[O:15])[CH:11]=[CH:12][CH:13]=1.Cl.C(=O)(O)[O-].[Na+]. The catalyst is O1CCCC1. The product is [Cl:7][C:8]1[C:9]([CH3:28])=[C:10]([S:14]([NH:17][C:18]2[CH:19]=[CH:20][CH:21]=[C:22]([CH2:24][CH2:25][OH:26])[N:23]=2)(=[O:16])=[O:15])[CH:11]=[CH:12][CH:13]=1. The yield is 0.450. (7) The reactants are [CH3:13][C:12]([O:11][C:9](O[C:9]([O:11][C:12]([CH3:15])([CH3:14])[CH3:13])=[O:10])=[O:10])([CH3:15])[CH3:14].[NH2:16][C@H:17]1[CH2:22][CH2:21][C@H:20]([NH2:23])[CH2:19][CH2:18]1. The catalyst is CO. The product is [C:12]([O:11][C:9](=[O:10])[NH:16][CH:17]1[CH2:22][CH2:21][CH:20]([NH2:23])[CH2:19][CH2:18]1)([CH3:13])([CH3:14])[CH3:15]. The yield is 0.560. (8) The reactants are [CH3:1][C:2]1[CH:10]=[C:9]([C:11]([NH:13][C@@H:14]([C:16]2[C:25]3[C:20](=[CH:21][CH:22]=[CH:23][CH:24]=3)[CH:19]=[CH:18][CH:17]=2)[CH3:15])=[O:12])[CH:8]=[C:7]([CH3:26])[C:3]=1[C:4](O)=[O:5].F[P-](F)(F)(F)(F)F.N1(O[P+](N(C)C)(N(C)C)N(C)C)C2C=CC=CC=2N=N1.Cl.[CH3:55][O:56][C:57](=[O:69])[C@H:58]([CH2:60][NH:61][C:62]([C:64]1[S:65][CH:66]=[CH:67][CH:68]=1)=[O:63])[NH2:59].C(N(C(C)C)CC)(C)C. The catalyst is ClCCl.C(OCC)(=O)C. The product is [CH3:55][O:56][C:57](=[O:69])[C@H:58]([CH2:60][NH:61][C:62]([C:64]1[S:65][CH:66]=[CH:67][CH:68]=1)=[O:63])[NH:59][C:4](=[O:5])[C:3]1[C:2]([CH3:1])=[CH:10][C:9]([C:11]([NH:13][C@@H:14]([C:16]2[C:25]3[C:20](=[CH:21][CH:22]=[CH:23][CH:24]=3)[CH:19]=[CH:18][CH:17]=2)[CH3:15])=[O:12])=[CH:8][C:7]=1[CH3:26]. The yield is 0.540. (9) The product is [Br:4][C:5]1[C:13]2[O:12][C:11]([C:14]([O:16][CH2:1][CH3:2])=[O:15])=[CH:10][C:9]=2[CH:8]=[C:7]([F:17])[CH:6]=1. The reactants are [CH2:1](I)[CH3:2].[Br:4][C:5]1[C:13]2[O:12][C:11]([C:14]([OH:16])=[O:15])=[CH:10][C:9]=2[CH:8]=[C:7]([F:17])[CH:6]=1.C(=O)(O)[O-].[Na+]. The catalyst is CN(C)C=O. The yield is 0.900. (10) The reactants are C([O:4][CH2:5][C:6]1[CH:11]=[CH:10][C:9]([O:12][CH:13]([CH3:15])[CH3:14])=[CH:8][N:7]=1)(=O)C.C(=O)([O-])[O-].[K+].[K+]. The catalyst is CO. The product is [CH3:15][CH:13]([O:12][C:9]1[CH:10]=[CH:11][C:6]([CH2:5][OH:4])=[N:7][CH:8]=1)[CH3:14]. The yield is 0.830.